Predict the product of the given reaction. From a dataset of Forward reaction prediction with 1.9M reactions from USPTO patents (1976-2016). (1) Given the reactants [CH3:1][O:2][C:3]1[CH:10]=[CH:9][C:6]([CH:7]=O)=[CH:5][CH:4]=1.[S:11]1[C:15]([NH2:16])=[N:14][CH:13]=[N:12]1.C(O[BH-](OC(=O)C)OC(=O)C)(=O)C.[Na+], predict the reaction product. The product is: [CH3:1][O:2][C:3]1[CH:10]=[CH:9][C:6]([CH2:7][C:13]2[N:14]=[C:15]([NH2:16])[S:11][N:12]=2)=[CH:5][CH:4]=1. (2) Given the reactants CC1(C)CO[C:5]2([CH2:12][CH:11]3[CH:7]([CH2:8][CH:9]([CH2:13][C:14]([O:16][CH2:17][CH3:18])=[O:15])[CH2:10]3)[CH2:6]2)[O:4]C1.O.C1(C)C=CC(S(O)(=O)=O)=CC=1.CCOC(C)=O, predict the reaction product. The product is: [O:4]=[C:5]1[CH2:6][CH:7]2[CH:11]([CH2:10][CH:9]([CH2:13][C:14]([O:16][CH2:17][CH3:18])=[O:15])[CH2:8]2)[CH2:12]1. (3) Given the reactants [CH3:1][C@H:2]([CH2:5][S:6][C:7]1[CH:12]=[CH:11][CH:10]=[C:9]([O:13][CH3:14])[C:8]=1[OH:15])[CH2:3][OH:4].[C:16](=O)([O-])[O-].[K+].[K+].CI, predict the reaction product. The product is: [CH3:1][C@H:2]([CH2:5][S:6][C:7]1[CH:12]=[CH:11][CH:10]=[C:9]([O:13][CH3:14])[C:8]=1[O:15][CH3:16])[CH2:3][OH:4]. (4) Given the reactants [NH2:1][C@H:2]([CH2:22][C:23]1[CH:28]=[CH:27][C:26]([C:29]2[CH:34]=[CH:33][CH:32]=[CH:31][N:30]=2)=[CH:25][CH:24]=1)[CH2:3][C@H:4]([OH:21])[C@@H:5]([NH:13][C:14](=[O:20])[O:15][C:16]([CH3:19])([CH3:18])[CH3:17])[CH2:6][C:7]1[CH:12]=[CH:11][CH:10]=[CH:9][CH:8]=1.[CH3:35][O:36][C:37]([NH:39][C@@H:40]([C:44]([CH3:47])([CH3:46])[CH3:45])[C:41](O)=[O:42])=[O:38].CCOP(ON1N=NC2C=CC=CC=2C1=O)(OCC)=O.C(N(CC)C(C)C)(C)C, predict the reaction product. The product is: [CH2:6]([C@H:5]([NH:13][C:14](=[O:20])[O:15][C:16]([CH3:17])([CH3:18])[CH3:19])[C@H:4]([OH:21])[CH2:3][C@@H:2]([NH:1][C:41](=[O:42])[C@@H:40]([NH:39][C:37]([O:36][CH3:35])=[O:38])[C:44]([CH3:47])([CH3:46])[CH3:45])[CH2:22][C:23]1[CH:28]=[CH:27][C:26]([C:29]2[CH:34]=[CH:33][CH:32]=[CH:31][N:30]=2)=[CH:25][CH:24]=1)[C:7]1[CH:8]=[CH:9][CH:10]=[CH:11][CH:12]=1. (5) Given the reactants [OH-].[K+].[Br:3][C:4]1[CH:5]=[CH:6][C:7]2[NH:8][C:9]3[C:14]([C:15]=2[CH:16]=1)=[CH:13][C:12]([Br:17])=[CH:11][CH:10]=3.Br[CH2:19][CH2:20][CH:21]1[O:23][CH2:22]1, predict the reaction product. The product is: [Br:17][C:12]1[CH:11]=[CH:10][C:9]2[N:8]([CH2:19][CH2:20][CH:21]3[CH2:22][O:23]3)[C:7]3[C:15]([C:14]=2[CH:13]=1)=[CH:16][C:4]([Br:3])=[CH:5][CH:6]=3.